This data is from Peptide-MHC class I binding affinity with 185,985 pairs from IEDB/IMGT. The task is: Regression. Given a peptide amino acid sequence and an MHC pseudo amino acid sequence, predict their binding affinity value. This is MHC class I binding data. (1) The peptide sequence is AMDSNTLEL. The MHC is HLA-A02:06 with pseudo-sequence HLA-A02:06. The binding affinity (normalized) is 0.300. (2) The peptide sequence is TYQRTRALV. The MHC is H-2-Dd with pseudo-sequence H-2-Dd. The binding affinity (normalized) is 0.0278. (3) The peptide sequence is LGTIYGFIW. The MHC is HLA-B58:01 with pseudo-sequence HLA-B58:01. The binding affinity (normalized) is 0.823. (4) The peptide sequence is FFFVYENAF. The MHC is HLA-A29:02 with pseudo-sequence HLA-A29:02. The binding affinity (normalized) is 0.0684. (5) The peptide sequence is LLAMTFWPA. The MHC is HLA-A03:01 with pseudo-sequence HLA-A03:01. The binding affinity (normalized) is 0.0847. (6) The peptide sequence is QLMYDIINSV. The MHC is HLA-A02:01 with pseudo-sequence HLA-A02:01. The binding affinity (normalized) is 1.00. (7) The peptide sequence is IPRLGGMAF. The MHC is HLA-B08:01 with pseudo-sequence HLA-B08:01. The binding affinity (normalized) is 0.256.